Dataset: Forward reaction prediction with 1.9M reactions from USPTO patents (1976-2016). Task: Predict the product of the given reaction. (1) Given the reactants [Br:1][C:2]1[CH:3]=[C:4]([CH:8]=[CH:9][C:10]=1[O:11][CH3:12])[C:5]([OH:7])=O.C(Cl)(=O)C(Cl)=O.[CH3:19][N:20]1[CH:24]=[C:23]([CH2:25][NH2:26])[CH:22]=[N:21]1, predict the reaction product. The product is: [Br:1][C:2]1[CH:3]=[C:4]([CH:8]=[CH:9][C:10]=1[O:11][CH3:12])[C:5]([NH:26][CH2:25][C:23]1[CH:22]=[N:21][N:20]([CH3:19])[CH:24]=1)=[O:7]. (2) Given the reactants [CH2:1]([CH:4]1[CH2:9][CH2:8][N:7]([C:10]([O:12][C:13]2[CH:18]=[CH:17][C:16]([CH3:19])=[C:15]([CH3:20])[CH:14]=2)=[O:11])[CH2:6][CH2:5]1)[C:2]#[CH:3].I[C:22]1[N:23]=[C:24]([NH2:40])[C:25]2[N:26]=[CH:27][N:28]([C:38]=2[N:39]=1)[C@@H:29]1[O:37][C@H:34]([CH2:35][OH:36])[C@@H:32]([OH:33])[C@H:30]1[OH:31], predict the reaction product. The product is: [CH3:20][C:15]1[CH:14]=[C:13]([CH:18]=[CH:17][C:16]=1[CH3:19])[O:12][C:10]([N:7]1[CH2:6][CH2:5][CH:4]([CH2:1][C:2]#[C:3][C:22]2[N:23]=[C:24]([NH2:40])[C:25]3[N:26]=[CH:27][N:28]([C:38]=3[N:39]=2)[C@@H:29]2[O:37][C@H:34]([CH2:35][OH:36])[C@@H:32]([OH:33])[C@H:30]2[OH:31])[CH2:9][CH2:8]1)=[O:11]. (3) Given the reactants CC1N=C(C2C=CC([CH:13]3[O:19][CH2:18][CH2:17][N:16]([C:20]4[N:25]([CH3:26])[C:24](=[O:27])[CH:23]=[C:22]([C:28]5[CH:33]=[CH:32][N:31]=[CH:30][N:29]=5)[N:21]=4)[CH2:15][CH2:14]3)=CC=2)ON=1.Cl.[O:35]1[C:39]([C:40]2[CH:45]=[CH:44][C:43](C3COCCNC3)=[CH:42][CH:41]=2)=[N:38][CH:37]=[N:36]1, predict the reaction product. The product is: [CH3:26][N:25]1[C:24](=[O:27])[CH:23]=[C:22]([C:28]2[CH:33]=[CH:32][N:31]=[CH:30][N:29]=2)[N:21]=[C:20]1[N:16]1[CH2:15][CH:14]([C:43]2[CH:42]=[CH:41][C:40]([C:39]3[O:35][N:36]=[CH:37][N:38]=3)=[CH:45][CH:44]=2)[CH2:13][O:19][CH2:18][CH2:17]1.